Dataset: NCI-60 drug combinations with 297,098 pairs across 59 cell lines. Task: Regression. Given two drug SMILES strings and cell line genomic features, predict the synergy score measuring deviation from expected non-interaction effect. (1) Drug 2: CCCCC(=O)OCC(=O)C1(CC(C2=C(C1)C(=C3C(=C2O)C(=O)C4=C(C3=O)C=CC=C4OC)O)OC5CC(C(C(O5)C)O)NC(=O)C(F)(F)F)O. Drug 1: C1=CN(C(=O)N=C1N)C2C(C(C(O2)CO)O)O.Cl. Synergy scores: CSS=38.3, Synergy_ZIP=-10.6, Synergy_Bliss=-8.85, Synergy_Loewe=-12.8, Synergy_HSA=-8.79. Cell line: SN12C. (2) Drug 1: CC1(CCCN1)C2=NC3=C(C=CC=C3N2)C(=O)N. Drug 2: CCC1(C2=C(COC1=O)C(=O)N3CC4=CC5=C(C=CC(=C5CN(C)C)O)N=C4C3=C2)O. Cell line: OVCAR3. Synergy scores: CSS=63.4, Synergy_ZIP=-5.65, Synergy_Bliss=-8.38, Synergy_Loewe=-45.2, Synergy_HSA=-6.38. (3) Drug 2: C1=NC2=C(N1)C(=S)N=C(N2)N. Synergy scores: CSS=31.3, Synergy_ZIP=-2.66, Synergy_Bliss=-2.36, Synergy_Loewe=-17.9, Synergy_HSA=-0.937. Drug 1: CCCS(=O)(=O)NC1=C(C(=C(C=C1)F)C(=O)C2=CNC3=C2C=C(C=N3)C4=CC=C(C=C4)Cl)F. Cell line: SK-MEL-28. (4) Drug 1: CCCS(=O)(=O)NC1=C(C(=C(C=C1)F)C(=O)C2=CNC3=C2C=C(C=N3)C4=CC=C(C=C4)Cl)F. Drug 2: CC(C)CN1C=NC2=C1C3=CC=CC=C3N=C2N. Cell line: SK-MEL-5. Synergy scores: CSS=4.75, Synergy_ZIP=-8.60, Synergy_Bliss=-7.53, Synergy_Loewe=-21.5, Synergy_HSA=-10.3. (5) Drug 1: CC12CCC(CC1=CCC3C2CCC4(C3CC=C4C5=CN=CC=C5)C)O. Drug 2: CC1=C(C=C(C=C1)NC2=NC=CC(=N2)N(C)C3=CC4=NN(C(=C4C=C3)C)C)S(=O)(=O)N.Cl. Cell line: NCI-H460. Synergy scores: CSS=1.60, Synergy_ZIP=4.81, Synergy_Bliss=6.48, Synergy_Loewe=1.40, Synergy_HSA=3.27. (6) Drug 1: CS(=O)(=O)C1=CC(=C(C=C1)C(=O)NC2=CC(=C(C=C2)Cl)C3=CC=CC=N3)Cl. Drug 2: CCC1=CC2CC(C3=C(CN(C2)C1)C4=CC=CC=C4N3)(C5=C(C=C6C(=C5)C78CCN9C7C(C=CC9)(C(C(C8N6C)(C(=O)OC)O)OC(=O)C)CC)OC)C(=O)OC.C(C(C(=O)O)O)(C(=O)O)O. Cell line: NCI-H322M. Synergy scores: CSS=36.4, Synergy_ZIP=6.26, Synergy_Bliss=4.02, Synergy_Loewe=-15.9, Synergy_HSA=3.55. (7) Drug 1: CC1C(C(=O)NC(C(=O)N2CCCC2C(=O)N(CC(=O)N(C(C(=O)O1)C(C)C)C)C)C(C)C)NC(=O)C3=C4C(=C(C=C3)C)OC5=C(C(=O)C(=C(C5=N4)C(=O)NC6C(OC(=O)C(N(C(=O)CN(C(=O)C7CCCN7C(=O)C(NC6=O)C(C)C)C)C)C(C)C)C)N)C. Drug 2: C1CN1C2=NC(=NC(=N2)N3CC3)N4CC4. Cell line: SR. Synergy scores: CSS=74.2, Synergy_ZIP=-0.430, Synergy_Bliss=0.405, Synergy_Loewe=-4.23, Synergy_HSA=1.86. (8) Drug 2: CC1=C(C=C(C=C1)C(=O)NC2=CC(=CC(=C2)C(F)(F)F)N3C=C(N=C3)C)NC4=NC=CC(=N4)C5=CN=CC=C5. Synergy scores: CSS=25.7, Synergy_ZIP=-0.309, Synergy_Bliss=6.57, Synergy_Loewe=4.39, Synergy_HSA=6.96. Cell line: MDA-MB-231. Drug 1: CS(=O)(=O)C1=CC(=C(C=C1)C(=O)NC2=CC(=C(C=C2)Cl)C3=CC=CC=N3)Cl. (9) Drug 1: C1=CN(C=N1)CC(O)(P(=O)(O)O)P(=O)(O)O. Drug 2: CN(C(=O)NC(C=O)C(C(C(CO)O)O)O)N=O. Cell line: HCT-15. Synergy scores: CSS=-1.21, Synergy_ZIP=-3.80, Synergy_Bliss=-9.92, Synergy_Loewe=-8.61, Synergy_HSA=-8.57. (10) Drug 2: C(CC(=O)O)C(=O)CN.Cl. Drug 1: CN(CC1=CN=C2C(=N1)C(=NC(=N2)N)N)C3=CC=C(C=C3)C(=O)NC(CCC(=O)O)C(=O)O. Synergy scores: CSS=47.3, Synergy_ZIP=2.84, Synergy_Bliss=0.102, Synergy_Loewe=-28.4, Synergy_HSA=0.275. Cell line: HT29.